Task: Predict the reaction yield, written as a fraction of the theoretical maximum amount of product (1.0 means a 100% yield; for example, 0.34 means a 34% yield).. Dataset: Reaction yield outcomes from USPTO patents with 853,638 reactions (1) The reactants are Cl.[CH3:2][C:3]1([C:9]([OH:11])=[O:10])[CH2:8][CH2:7][NH:6][CH2:5][CH2:4]1.C([O-])([O-])=O.[Cs+].[Cs+].Br[C:19]1[CH:20]=[N:21][CH:22]=[C:23]([Br:25])[CH:24]=1.[CH3:26][CH2:27]CCCC. The yield is 0.140. The catalyst is CS(C)=O. The product is [Br:25][C:23]1[CH:24]=[C:19]([N:6]2[CH2:7][CH2:8][C:3]([CH3:2])([C:9]([O:11][CH2:26][CH3:27])=[O:10])[CH2:4][CH2:5]2)[CH:20]=[N:21][CH:22]=1. (2) The reactants are [K].[Cl:2][C:3]1[N:11]=[C:10](Cl)[CH:9]=[CH:8][C:4]=1[C:5]([OH:7])=[O:6].[CH3:13][OH:14]. No catalyst specified. The product is [Cl:2][C:3]1[N:11]=[C:10]([O:14][CH3:13])[CH:9]=[CH:8][C:4]=1[C:5]([OH:7])=[O:6]. The yield is 0.520.